Regression. Given two drug SMILES strings and cell line genomic features, predict the synergy score measuring deviation from expected non-interaction effect. From a dataset of NCI-60 drug combinations with 297,098 pairs across 59 cell lines. (1) Drug 1: CC1C(C(=O)NC(C(=O)N2CCCC2C(=O)N(CC(=O)N(C(C(=O)O1)C(C)C)C)C)C(C)C)NC(=O)C3=C4C(=C(C=C3)C)OC5=C(C(=O)C(=C(C5=N4)C(=O)NC6C(OC(=O)C(N(C(=O)CN(C(=O)C7CCCN7C(=O)C(NC6=O)C(C)C)C)C)C(C)C)C)N)C. Drug 2: CCC(=C(C1=CC=CC=C1)C2=CC=C(C=C2)OCCN(C)C)C3=CC=CC=C3.C(C(=O)O)C(CC(=O)O)(C(=O)O)O. Cell line: A498. Synergy scores: CSS=19.9, Synergy_ZIP=10.9, Synergy_Bliss=21.5, Synergy_Loewe=21.6, Synergy_HSA=21.6. (2) Synergy scores: CSS=4.35, Synergy_ZIP=5.50, Synergy_Bliss=8.33, Synergy_Loewe=-2.59, Synergy_HSA=1.36. Cell line: HCT-15. Drug 2: C1=CC=C(C(=C1)C(C2=CC=C(C=C2)Cl)C(Cl)Cl)Cl. Drug 1: CC1=C2C(C(=O)C3(C(CC4C(C3C(C(C2(C)C)(CC1OC(=O)C(C(C5=CC=CC=C5)NC(=O)C6=CC=CC=C6)O)O)OC(=O)C7=CC=CC=C7)(CO4)OC(=O)C)O)C)OC(=O)C. (3) Drug 1: CCC1=CC2CC(C3=C(CN(C2)C1)C4=CC=CC=C4N3)(C5=C(C=C6C(=C5)C78CCN9C7C(C=CC9)(C(C(C8N6C)(C(=O)OC)O)OC(=O)C)CC)OC)C(=O)OC.C(C(C(=O)O)O)(C(=O)O)O. Synergy scores: CSS=33.7, Synergy_ZIP=-2.86, Synergy_Bliss=-1.06, Synergy_Loewe=-0.302, Synergy_HSA=1.75. Drug 2: C1CN1P(=S)(N2CC2)N3CC3. Cell line: MCF7. (4) Drug 1: CC1=CC2C(CCC3(C2CCC3(C(=O)C)OC(=O)C)C)C4(C1=CC(=O)CC4)C. Drug 2: CC1CCC2CC(C(=CC=CC=CC(CC(C(=O)C(C(C(=CC(C(=O)CC(OC(=O)C3CCCCN3C(=O)C(=O)C1(O2)O)C(C)CC4CCC(C(C4)OC)OCCO)C)C)O)OC)C)C)C)OC. Cell line: K-562. Synergy scores: CSS=16.5, Synergy_ZIP=-3.90, Synergy_Bliss=-4.74, Synergy_Loewe=-11.4, Synergy_HSA=-5.43. (5) Drug 1: C1=C(C(=O)NC(=O)N1)F. Drug 2: C1CNP(=O)(OC1)N(CCCl)CCCl. Cell line: HT29. Synergy scores: CSS=27.7, Synergy_ZIP=-0.00814, Synergy_Bliss=-5.25, Synergy_Loewe=-20.9, Synergy_HSA=-4.89.